Dataset: NCI-60 drug combinations with 297,098 pairs across 59 cell lines. Task: Regression. Given two drug SMILES strings and cell line genomic features, predict the synergy score measuring deviation from expected non-interaction effect. (1) Drug 1: C1=CC=C(C=C1)NC(=O)CCCCCCC(=O)NO. Drug 2: CC1=C(C(=CC=C1)Cl)NC(=O)C2=CN=C(S2)NC3=CC(=NC(=N3)C)N4CCN(CC4)CCO. Cell line: TK-10. Synergy scores: CSS=8.32, Synergy_ZIP=-2.28, Synergy_Bliss=4.72, Synergy_Loewe=3.96, Synergy_HSA=5.02. (2) Drug 1: CC1OCC2C(O1)C(C(C(O2)OC3C4COC(=O)C4C(C5=CC6=C(C=C35)OCO6)C7=CC(=C(C(=C7)OC)O)OC)O)O. Drug 2: CC12CCC3C(C1CCC2O)C(CC4=C3C=CC(=C4)O)CCCCCCCCCS(=O)CCCC(C(F)(F)F)(F)F. Cell line: SN12C. Synergy scores: CSS=32.0, Synergy_ZIP=-9.86, Synergy_Bliss=-1.62, Synergy_Loewe=-0.766, Synergy_HSA=-0.0509. (3) Drug 1: CCC1=CC2CC(C3=C(CN(C2)C1)C4=CC=CC=C4N3)(C5=C(C=C6C(=C5)C78CCN9C7C(C=CC9)(C(C(C8N6C)(C(=O)OC)O)OC(=O)C)CC)OC)C(=O)OC.C(C(C(=O)O)O)(C(=O)O)O. Drug 2: C1=CN(C=N1)CC(O)(P(=O)(O)O)P(=O)(O)O. Cell line: K-562. Synergy scores: CSS=60.2, Synergy_ZIP=-2.42, Synergy_Bliss=-1.51, Synergy_Loewe=-17.0, Synergy_HSA=-0.598. (4) Drug 1: CC1=CC=C(C=C1)C2=CC(=NN2C3=CC=C(C=C3)S(=O)(=O)N)C(F)(F)F. Drug 2: C1=CN(C=N1)CC(O)(P(=O)(O)O)P(=O)(O)O. Cell line: U251. Synergy scores: CSS=-0.597, Synergy_ZIP=2.82, Synergy_Bliss=1.97, Synergy_Loewe=-2.89, Synergy_HSA=-2.70. (5) Drug 1: C1C(C(OC1N2C=C(C(=O)NC2=O)F)CO)O. Drug 2: C1CNP(=O)(OC1)N(CCCl)CCCl. Cell line: SK-MEL-28. Synergy scores: CSS=19.9, Synergy_ZIP=-3.05, Synergy_Bliss=-0.264, Synergy_Loewe=-15.6, Synergy_HSA=1.58. (6) Drug 1: C1=CC(=CC=C1CCC2=CNC3=C2C(=O)NC(=N3)N)C(=O)NC(CCC(=O)O)C(=O)O. Drug 2: CC1=CC2C(CCC3(C2CCC3(C(=O)C)OC(=O)C)C)C4(C1=CC(=O)CC4)C. Cell line: K-562. Synergy scores: CSS=48.4, Synergy_ZIP=6.49, Synergy_Bliss=5.45, Synergy_Loewe=-13.7, Synergy_HSA=5.06.